Dataset: Retrosynthesis with 50K atom-mapped reactions and 10 reaction types from USPTO. Task: Predict the reactants needed to synthesize the given product. (1) Given the product COC(=O)c1c(-c2cccc(C=O)c2)c2cc(Cl)ccc2c(=O)n1Cc1ccc(S(C)(=O)=O)cc1, predict the reactants needed to synthesize it. The reactants are: COC(=O)c1c(OS(=O)(=O)C(F)(F)F)c2cc(Cl)ccc2c(=O)n1Cc1ccc(S(C)(=O)=O)cc1.O=Cc1cccc(B(O)O)c1. (2) Given the product COC(=O)c1ccc(OCc2ccncc2)c(OC)c1, predict the reactants needed to synthesize it. The reactants are: COC(=O)c1ccc(O)c(OC)c1.OCc1ccncc1. (3) Given the product Cc1ccc(S(=O)(=O)OC(CCCCOC2CCCCO2)CCCc2cccnc2)cc1, predict the reactants needed to synthesize it. The reactants are: Cc1ccc(S(=O)(=O)Cl)cc1.OC(CCCCOC1CCCCO1)CCCc1cccnc1. (4) The reactants are: NCc1ccc(O)cc1.O=C(O)c1cc([N+](=O)[O-])c(Sc2c(Cl)cncc2Cl)s1. Given the product O=C(NCc1ccc(O)cc1)c1cc([N+](=O)[O-])c(Sc2c(Cl)cncc2Cl)s1, predict the reactants needed to synthesize it. (5) Given the product CCC(Oc1ccc(Cl)c(C(F)(F)F)c1)C(=O)NCc1ccncc1, predict the reactants needed to synthesize it. The reactants are: CCC(Oc1ccc(Cl)c(C(F)(F)F)c1)C(=O)Cl.NCc1ccncc1. (6) The reactants are: CCOC(=O)C(=O)Cl.NC(=O)c1cccn1N. Given the product CCOC(=O)C(=O)Nn1cccc1C(N)=O, predict the reactants needed to synthesize it.